From a dataset of Blood-brain barrier permeability classification from the B3DB database. Regression/Classification. Given a drug SMILES string, predict its absorption, distribution, metabolism, or excretion properties. Task type varies by dataset: regression for continuous measurements (e.g., permeability, clearance, half-life) or binary classification for categorical outcomes (e.g., BBB penetration, CYP inhibition). Dataset: b3db_classification. (1) The molecule is O=C(O)c1cccnc1. The result is 0 (does not penetrate BBB). (2) The compound is C[N+]1(C)CCCCC1COC(=O)C(O)(c1ccccc1)c1ccccc1. The result is 0 (does not penetrate BBB). (3) The compound is CN(C)[C@@](C)(CO)Cc1ccc(Cl)c(Cl)c1. The result is 1 (penetrates BBB). (4) The compound is CC(=O)C1CCC2C3CC(O)C45CC4CCC5(C)C3CCC12C. The result is 1 (penetrates BBB). (5) The drug is Nc1ccncc1. The result is 1 (penetrates BBB). (6) The result is 1 (penetrates BBB). The compound is O=C1CN2CCO[C@@]2(c2ccccc2F)c2cc(Br)ccc2N1.